Dataset: Forward reaction prediction with 1.9M reactions from USPTO patents (1976-2016). Task: Predict the product of the given reaction. (1) Given the reactants C(OC(=O)[NH:7][C:8]12[CH2:15][CH:14]3[CH2:16][C:10]([C:17]4[CH:22]=[CH:21][C:20]([N:23]5[CH2:27][CH2:26][N:25]([CH3:28])[C:24]5=[O:29])=[CH:19][CH:18]=4)([CH2:11][CH:12]1[CH2:13]3)[CH2:9]2)(C)(C)C.C(Cl)Cl, predict the reaction product. The product is: [NH2:7][C:8]12[CH2:15][CH:14]3[CH2:16][C:10]([C:17]4[CH:18]=[CH:19][C:20]([N:23]5[CH2:27][CH2:26][N:25]([CH3:28])[C:24]5=[O:29])=[CH:21][CH:22]=4)([CH2:11][CH:12]1[CH2:13]3)[CH2:9]2. (2) The product is: [O:2]1[CH:6]=[CH:5][C:4]([C:7]2[NH:8][CH:9]=[C:10]([C@@H:12]([OH:19])[C@H:13]([OH:18])[C@H:14]([OH:17])[CH2:15][OH:16])[N:11]=2)=[N:3]1. Given the reactants O.[O:2]1[CH:6]=[CH:5][C:4]([C:7]2[NH:8][CH:9]=[C:10]([C@@H:12]([OH:19])[C@H:13]([OH:18])[C@H:14]([OH:17])[CH2:15][OH:16])[N:11]=2)=[N:3]1, predict the reaction product. (3) Given the reactants [CH3:1][C:2]1[C:8]([N+:9]([O-:11])=[O:10])=[CH:7][CH:6]=[CH:5][C:3]=1[NH2:4].[N:12]([O-])=O.[Na+], predict the reaction product. The product is: [N+:9]([C:8]1[CH:7]=[CH:6][CH:5]=[C:3]2[C:2]=1[CH:1]=[N:12][NH:4]2)([O-:11])=[O:10]. (4) The product is: [CH2:1]([N:8]1[C:16]2[C:11](=[CH:12][CH:13]=[CH:14][CH:15]=2)[C:10]([C:17]([N:19]([CH2:21][C:22]2[CH:27]=[CH:26][C:25]([C:28]3[CH:33]=[CH:32][C:31]([O:34][CH2:35][C:36]4[NH:41][N:40]=[N:39][N:37]=4)=[C:30]([Br:38])[CH:29]=3)=[CH:24][CH:23]=2)[CH3:20])=[O:18])=[CH:9]1)[C:2]1[CH:3]=[CH:4][CH:5]=[CH:6][CH:7]=1. Given the reactants [CH2:1]([N:8]1[C:16]2[C:11](=[CH:12][CH:13]=[CH:14][CH:15]=2)[C:10]([C:17]([N:19]([CH2:21][C:22]2[CH:27]=[CH:26][C:25]([C:28]3[CH:33]=[CH:32][C:31]([O:34][CH2:35][C:36]#[N:37])=[C:30]([Br:38])[CH:29]=3)=[CH:24][CH:23]=2)[CH3:20])=[O:18])=[CH:9]1)[C:2]1[CH:7]=[CH:6][CH:5]=[CH:4][CH:3]=1.[N-:39]=[N+:40]=[N-:41].[Na+].[Cl-].[NH4+].[OH-].[Na+], predict the reaction product. (5) Given the reactants [Mg].Br[C:3]1[CH:8]=[CH:7][C:6]([Br:9])=[CH:5][CH:4]=1.[O:10]1[C:14]2([CH2:19][CH2:18][C:17](=[O:20])[CH2:16][CH2:15]2)[O:13][CH2:12][CH2:11]1.[NH4+].[Cl-], predict the reaction product. The product is: [Br:9][C:6]1[CH:7]=[CH:8][C:3]([C:17]2([OH:20])[CH2:18][CH2:19][C:14]3([O:13][CH2:12][CH2:11][O:10]3)[CH2:15][CH2:16]2)=[CH:4][CH:5]=1.